From a dataset of Peptide-MHC class I binding affinity with 185,985 pairs from IEDB/IMGT. Regression. Given a peptide amino acid sequence and an MHC pseudo amino acid sequence, predict their binding affinity value. This is MHC class I binding data. (1) The peptide sequence is LLMDCSGSI. The MHC is HLA-A02:01 with pseudo-sequence HLA-A02:01. The binding affinity (normalized) is 0.936. (2) The peptide sequence is TVLEFILQK. The MHC is HLA-B35:01 with pseudo-sequence HLA-B35:01. The binding affinity (normalized) is 0.0847.